Dataset: Full USPTO retrosynthesis dataset with 1.9M reactions from patents (1976-2016). Task: Predict the reactants needed to synthesize the given product. (1) Given the product [Cl:1][C:2]1[CH:10]=[CH:9][C:8]([CH2:11][CH2:12][CH:13]2[CH2:15][CH2:14]2)=[CH:7][C:3]=1[C:4]([OH:6])=[O:5], predict the reactants needed to synthesize it. The reactants are: [Cl:1][C:2]1[CH:10]=[CH:9][C:8]([C:11]#[C:12][CH:13]2[CH2:15][CH2:14]2)=[CH:7][C:3]=1[C:4]([OH:6])=[O:5]. (2) Given the product [Cl:1][CH2:2][C:3]([NH:30][C:8]1[C:7]([Cl:6])=[CH:16][CH:15]=[C:14]2[C:9]=1[CH:10]=[CH:11][C:12]([N:17]1[CH2:21][CH2:20][C@@H:19]([O:22][Si:23]([C:26]([CH3:29])([CH3:28])[CH3:27])([CH3:24])[CH3:25])[CH2:18]1)=[N:13]2)=[O:4], predict the reactants needed to synthesize it. The reactants are: [Cl:1][CH2:2][C:3](Cl)=[O:4].[Cl:6][C:7]1[CH:16]=[CH:15][C:14]2[N:13]=[C:12]([N:17]3[CH2:21][CH2:20][C@@H:19]([O:22][Si:23]([C:26]([CH3:29])([CH3:28])[CH3:27])([CH3:25])[CH3:24])[CH2:18]3)[CH:11]=[CH:10][C:9]=2[C:8]=1[NH2:30].C(=O)([O-])[O-].[K+].[K+].O. (3) Given the product [Cl:9][C:10]1[CH:15]=[C:14]([Cl:16])[CH:13]=[CH:12][C:11]=1[C:2]1[CH:7]=[CH:6][N+:5]([O-:8])=[CH:4][CH:3]=1, predict the reactants needed to synthesize it. The reactants are: Cl[C:2]1[CH:7]=[CH:6][N+:5]([O-:8])=[CH:4][CH:3]=1.[Cl:9][C:10]1[CH:15]=[C:14]([Cl:16])[CH:13]=[CH:12][C:11]=1B(O)O. (4) The reactants are: [Cl:1][C:2]1[N:7]=[C:6]2[N:8]([CH:12]3[CH2:15][CH2:14][CH2:13]3)[C:9]([NH2:11])=[N:10][C:5]2=[CH:4][CH:3]=1.[CH2:16]([O:20][C:21](Cl)=[O:22])[CH:17]([CH3:19])[CH3:18].C(N(CC)C(C)C)(C)C. Given the product [Cl:1][C:2]1[N:7]=[C:6]2[N:8]([CH:12]3[CH2:15][CH2:14][CH2:13]3)[C:9]([NH:11][C:21](=[O:22])[O:20][CH2:16][CH:17]([CH3:19])[CH3:18])=[N:10][C:5]2=[CH:4][CH:3]=1, predict the reactants needed to synthesize it.